From a dataset of Full USPTO retrosynthesis dataset with 1.9M reactions from patents (1976-2016). Predict the reactants needed to synthesize the given product. (1) Given the product [NH2:12][CH2:11][CH:10]([C:23]1[CH:28]=[CH:27][CH:26]=[CH:25][CH:24]=1)[CH2:9][OH:8], predict the reactants needed to synthesize it. The reactants are: [Si]([O:8][CH2:9][CH:10]([C:23]1[CH:28]=[CH:27][CH:26]=[CH:25][CH:24]=1)[CH2:11][N:12]1C(=O)C2C(=CC=CC=2)C1=O)(C(C)(C)C)(C)C.O.NN.Cl.C([O-])(O)=O.[Na+]. (2) Given the product [CH3:2][O:3][C:4]1[CH:13]=[C:12]2[C:7]([CH:8]=[CH:9][CH:10]=[C:11]2[CH2:14][CH2:15][NH:16][C:23](=[O:25])[CH3:24])=[CH:6][CH:5]=1, predict the reactants needed to synthesize it. The reactants are: Cl.[CH3:2][O:3][C:4]1[CH:13]=[C:12]2[C:7]([CH:8]=[CH:9][CH:10]=[C:11]2[CH2:14][CH2:15][NH2:16])=[CH:6][CH:5]=1.C(=O)([O-])[O-].[K+].[K+].[C:23](Cl)(=[O:25])[CH3:24]. (3) Given the product [C:20]([C@@H:17]1[CH2:18][CH2:19][C@H:14]([N:13]2[C:12]3[CH:23]=[C:24]([CH2:27][N:28]4[CH2:33][CH2:32][CH:31]([C:34]([OH:37])([CH3:36])[CH3:35])[CH2:30][CH2:29]4)[CH:25]=[CH:26][C:11]=3[NH:10]/[C:9]/2=[N:8]\[C:6](=[O:7])[C:5]2[CH:38]=[CH:39][C:2]([F:1])=[CH:3][CH:4]=2)[CH2:15][CH2:16]1)(=[O:21])[NH2:40].[F:1][C:2]1[CH:3]=[CH:4][C:5]([C:6](/[N:8]=[C:9]2\[NH:10][C:11]3[CH:26]=[CH:25][C:24]([CH2:27][N:28]4[CH2:29][CH2:30][CH:31]([C:34]([OH:37])([CH3:35])[CH3:36])[CH2:32][CH2:33]4)=[CH:23][C:12]=3[N:13]\2[C@H:14]2[CH2:19][CH2:18][C@@H:17]([C:20]([N:40]3[CH2:15][CH2:14][NH:13][CH2:12][CH2:11]3)=[O:22])[CH2:16][CH2:15]2)=[O:7])=[CH:38][CH:39]=1, predict the reactants needed to synthesize it. The reactants are: [F:1][C:2]1[CH:39]=[CH:38][C:5]([C:6](/[N:8]=[C:9]2\[NH:10][C:11]3[CH:26]=[CH:25][C:24]([CH2:27][N:28]4[CH2:33][CH2:32][CH:31]([C:34]([OH:37])([CH3:36])[CH3:35])[CH2:30][CH2:29]4)=[CH:23][C:12]=3[N:13]\2[C@@H:14]2[CH2:19][CH2:18][C@H:17]([C:20]([OH:22])=[O:21])[CH2:16][CH2:15]2)=[O:7])=[CH:4][CH:3]=1.[NH3:40]. (4) Given the product [Br:1][C:2]1[C:3]([N+:27]([O-:29])=[O:28])=[CH:4][C:5]2[O:9][C:8]3[CH:10]=[C:11]([S:14]([NH:17][C@@H:18]([CH:23]([CH3:24])[CH3:25])[C:19]([O:21][CH3:22])=[O:20])(=[O:16])=[O:15])[CH:12]=[CH:13][C:7]=3[C:6]=2[CH:26]=1, predict the reactants needed to synthesize it. The reactants are: [Br:1][C:2]1[CH:3]=[CH:4][C:5]2[O:9][C:8]3[CH:10]=[C:11]([S:14]([NH:17][C@@H:18]([CH:23]([CH3:25])[CH3:24])[C:19]([O:21][CH3:22])=[O:20])(=[O:16])=[O:15])[CH:12]=[CH:13][C:7]=3[C:6]=2[CH:26]=1.[N+:27]([O-])([OH:29])=[O:28].